Task: Predict which catalyst facilitates the given reaction.. Dataset: Catalyst prediction with 721,799 reactions and 888 catalyst types from USPTO (1) Reactant: [OH:1][C:2]1[CH:3]=[C:4]([CH:7]=[CH:8][C:9]=1[OH:10])[CH:5]=[O:6].CI.[C:13](=O)([O-])[O-].[Li+].[Li+]. Product: [OH:1][C:2]1[CH:3]=[C:4]([CH:7]=[CH:8][C:9]=1[O:10][CH3:13])[CH:5]=[O:6]. The catalyst class is: 3. (2) Reactant: C([Li])CCC.CC1(C)CCCC(C)(C)N1.[F:16][C:17]1[CH:24]=[CH:23][CH:22]=[CH:21][C:18]=1[C:19]#[N:20].[I:25]I.S([O-])([O-])(=O)=S.[Na+].[Na+]. Product: [F:16][C:17]1[C:24]([I:25])=[CH:23][CH:22]=[CH:21][C:18]=1[C:19]#[N:20]. The catalyst class is: 7. (3) Reactant: Cl.[Cl:2][C:3]1[C:8]([Cl:9])=[CH:7][CH:6]=[CH:5][C:4]=1[N:10]1[CH2:15][CH2:14][NH:13][CH2:12][CH2:11]1.Br[CH2:17][CH2:18][CH2:19][N:20]1[C:24](=[O:25])[C:23]2=[CH:26][CH:27]=[CH:28][CH:29]=[C:22]2[C:21]1=[O:30].C([O-])([O-])=O.[K+].[K+]. Product: [Cl:2][C:3]1[C:8]([Cl:9])=[CH:7][CH:6]=[CH:5][C:4]=1[N:10]1[CH2:15][CH2:14][N:13]([CH2:17][CH2:18][CH2:19][N:20]2[C:24](=[O:25])[C:23]3[C:22](=[CH:29][CH:28]=[CH:27][CH:26]=3)[C:21]2=[O:30])[CH2:12][CH2:11]1. The catalyst class is: 10. (4) Reactant: [CH3:1]/[C:2](/[NH2:6])=[CH:3]\[C:4]#[N:5].[C:7](OCC)(=[O:10])[C:8]#[CH:9]. Product: [CH3:1][C:2]1[NH:6][C:7](=[O:10])[CH:8]=[CH:9][C:3]=1[C:4]#[N:5]. The catalyst class is: 3. (5) Reactant: [Cl:1][C:2]1[N:7]=[C:6](Cl)[C:5]([Cl:9])=[CH:4][N:3]=1.Cl.[CH3:11][NH:12][CH:13]1[CH2:17][CH2:16][N:15]([C:18]2[CH:25]=[CH:24][C:21]([C:22]#[N:23])=[CH:20][N:19]=2)[CH2:14]1. Product: [Cl:1][C:2]1[N:7]=[C:6]([N:12]([CH3:11])[CH:13]2[CH2:17][CH2:16][N:15]([C:18]3[CH:25]=[CH:24][C:21]([C:22]#[N:23])=[CH:20][N:19]=3)[CH2:14]2)[C:5]([Cl:9])=[CH:4][N:3]=1. The catalyst class is: 14. (6) Reactant: Cl[C:2]1[S:3][C:4]2[CH:10]=[C:9]([C:11]#[N:12])[CH:8]=[CH:7][C:5]=2[N:6]=1.[NH:13]1[CH2:18][CH2:17][NH:16][CH2:15][CH2:14]1.[I-].[Na+].C(N(CC)CC)C.Br[CH:29]([CH3:31])[CH3:30]. Product: [CH:29]([N:13]1[CH2:18][CH2:17][N:16]([C:2]2[S:3][C:4]3[CH:10]=[C:9]([C:11]#[N:12])[CH:8]=[CH:7][C:5]=3[N:6]=2)[CH2:15][CH2:14]1)([CH3:31])[CH3:30]. The catalyst class is: 18.